Dataset: CYP2C9 inhibition data for predicting drug metabolism from PubChem BioAssay. Task: Regression/Classification. Given a drug SMILES string, predict its absorption, distribution, metabolism, or excretion properties. Task type varies by dataset: regression for continuous measurements (e.g., permeability, clearance, half-life) or binary classification for categorical outcomes (e.g., BBB penetration, CYP inhibition). Dataset: cyp2c9_veith. (1) The drug is COc1ccc(NC(=O)N(C2CCCCC2)C(C)c2cccnc2)c(OC)c1. The result is 1 (inhibitor). (2) The molecule is Nc1nc2n[nH]nc2c(=O)[nH]1. The result is 0 (non-inhibitor). (3) The molecule is CC(C)[C@]1(O)[C@@H](OC(=O)c2ccc[nH]2)[C@]2(O)[C@@]3(C)C[C@@]4(O)O[C@@]5([C@H](O)[C@@H](C)CC[C@]35O)[C@]2(O)[C@]41C. The result is 0 (non-inhibitor). (4) The molecule is CN(C)Cc1ccccc1-c1cc(NCc2ccccc2)ncn1. The result is 0 (non-inhibitor). (5) The compound is COC(=O)c1ccc(Oc2cc(C)nc(-n3nc(C)cc3C)n2)cc1. The result is 1 (inhibitor). (6) The drug is COc1cccc(N(C(=O)Cn2nnc(-c3ccc(C)cc3)n2)C(C(=O)NC(C)(C)C)c2c[nH]c3ccccc23)c1. The result is 1 (inhibitor). (7) The drug is Nc1nc(Br)c2ccccc2c1-c1ccc(F)cc1. The result is 0 (non-inhibitor).